Dataset: Forward reaction prediction with 1.9M reactions from USPTO patents (1976-2016). Task: Predict the product of the given reaction. (1) Given the reactants [Cl:1][C:2]1[CH:7]=[CH:6][C:5]([S:8][C:9](=[CH:22][N:23](C)C)[C:10]([C:12]2[CH:17]=[CH:16][C:15]([S:18]([CH3:21])(=[O:20])=[O:19])=[CH:14][CH:13]=2)=O)=[CH:4][CH:3]=1.O.[NH2:27]N, predict the reaction product. The product is: [Cl:1][C:2]1[CH:7]=[CH:6][C:5]([S:8][C:9]2[C:10]([C:12]3[CH:17]=[CH:16][C:15]([S:18]([CH3:21])(=[O:20])=[O:19])=[CH:14][CH:13]=3)=[N:27][NH:23][CH:22]=2)=[CH:4][CH:3]=1. (2) The product is: [CH3:34][O:33][C:32](=[O:35])[NH:31][C@@H:29]([CH3:30])[CH2:28][NH:1][C:2]1[N:3]=[CH:4][C:5]2[C:10]([CH:11]=1)=[CH:9][CH:8]=[C:7]([C:12]1[C:17]([F:18])=[CH:16][CH:15]=[C:14]([NH:19][S:20]([CH2:23][CH2:24][CH3:25])(=[O:22])=[O:21])[C:13]=1[F:26])[CH:6]=2. Given the reactants [NH2:1][C:2]1[N:3]=[CH:4][C:5]2[C:10]([CH:11]=1)=[CH:9][CH:8]=[C:7]([C:12]1[C:13]([F:26])=[C:14]([NH:19][S:20]([CH2:23][CH2:24][CH3:25])(=[O:22])=[O:21])[CH:15]=[CH:16][C:17]=1[F:18])[CH:6]=2.O=[CH:28][C@@H:29]([NH:31][C:32](=[O:35])[O:33][CH3:34])[CH3:30].[BH3-]C#N.[Na+], predict the reaction product. (3) Given the reactants [F:1][C:2]1[CH:7]=[CH:6][CH:5]=[CH:4][C:3]=1[N:8]1[C:16]2[C:11](=[C:12]([N:17]3[CH2:21][CH2:20][NH:19][C:18]3=[O:22])[CH:13]=[CH:14][CH:15]=2)[CH:10]=[N:9]1.[H-].[Na+].Cl[CH2:26][C:27]1[S:28][C:29]([O:32][CH2:33][CH3:34])=[N:30][N:31]=1, predict the reaction product. The product is: [CH2:33]([O:32][C:29]1[S:28][C:27]([CH2:26][N:19]2[CH2:20][CH2:21][N:17]([C:12]3[CH:13]=[CH:14][CH:15]=[C:16]4[C:11]=3[CH:10]=[N:9][N:8]4[C:3]3[CH:4]=[CH:5][CH:6]=[CH:7][C:2]=3[F:1])[C:18]2=[O:22])=[N:31][N:30]=1)[CH3:34].